From a dataset of Full USPTO retrosynthesis dataset with 1.9M reactions from patents (1976-2016). Predict the reactants needed to synthesize the given product. (1) Given the product [CH3:24][C:23]([CH3:26])([CH3:25])[C:22]#[C:21][C:20]1[CH:19]=[CH:18][C:12]([C:13]([OH:15])=[O:14])=[CH:11][C:10]=1[O:9][CH2:8][CH2:7][N:4]1[CH2:5][CH2:6][O:1][CH2:2][CH2:3]1, predict the reactants needed to synthesize it. The reactants are: [O:1]1[CH2:6][CH2:5][N:4]([CH2:7][CH2:8][O:9][C:10]2[CH:11]=[C:12]([CH:18]=[CH:19][C:20]=2[C:21]#[C:22][C:23]([CH3:26])([CH3:25])[CH3:24])[C:13]([O:15]CC)=[O:14])[CH2:3][CH2:2]1.[Li+].[OH-].CO. (2) Given the product [Br:2][C:3]1[N:7]([CH2:8][CH:9]=[C:10]([CH3:12])[CH3:11])[C:6]2[C:13](=[O:14])[NH:19][CH2:18][CH:17]([OH:22])[C:5]=2[N:4]=1, predict the reactants needed to synthesize it. The reactants are: O.[Br:2][C:3]1[N:7]([CH2:8][CH:9]=[C:10]([CH3:12])[CH3:11])[C:6]([C:13](OC)=[O:14])=[C:5]([CH:17]([OH:22])[CH2:18][N+:19]([O-])=O)[N:4]=1.C(O)(=O)C. (3) Given the product [Br:16][C:13]1[CH:12]=[CH:11][C:10]([CH2:9][CH:8]([NH:7][C:6]([O:5][C:1]([CH3:3])([CH3:2])[CH3:4])=[O:19])[CH2:17][O:18][CH2:23][C:24]2[CH:33]=[CH:32][CH:31]=[CH:30][C:25]=2[C:26]([O:28][CH3:29])=[O:27])=[CH:15][CH:14]=1, predict the reactants needed to synthesize it. The reactants are: [C:1]([O:5][C:6](=[O:19])[NH:7][CH:8]([CH2:17][OH:18])[CH2:9][C:10]1[CH:15]=[CH:14][C:13]([Br:16])=[CH:12][CH:11]=1)([CH3:4])([CH3:3])[CH3:2].[H-].[Na+].Br[CH2:23][C:24]1[CH:33]=[CH:32][CH:31]=[CH:30][C:25]=1[C:26]([O:28][CH3:29])=[O:27].CC(=O)OCC.